From a dataset of TCR-epitope binding with 47,182 pairs between 192 epitopes and 23,139 TCRs. Binary Classification. Given a T-cell receptor sequence (or CDR3 region) and an epitope sequence, predict whether binding occurs between them. (1) The epitope is VVYRGTTTY. The TCR CDR3 sequence is CASSLTAVETQYF. Result: 1 (the TCR binds to the epitope). (2) The epitope is RLRPGGKKK. The TCR CDR3 sequence is CASSLGWGPNEQFF. Result: 1 (the TCR binds to the epitope). (3) The epitope is FTISVTTEIL. The TCR CDR3 sequence is CASELSGNTIYF. Result: 0 (the TCR does not bind to the epitope).